This data is from Catalyst prediction with 721,799 reactions and 888 catalyst types from USPTO. The task is: Predict which catalyst facilitates the given reaction. (1) Reactant: [OH:1][C@H:2]([C:11]1[CH:20]=[CH:19][C:14]2[C:15](=[O:18])[O:16][CH2:17][C:13]=2[C:12]=1[CH3:21])[CH2:3][N:4]1[CH2:9][CH2:8][NH:7][C:6](=[O:10])[CH2:5]1.Cl[C:23]1[N:24]=[CH:25][C:26]2[C:31]([CH:32]=1)=[CH:30][CH:29]=[C:28]([C:33]#[N:34])[C:27]=2[CH3:35].CC1(C)C2C(=C(P(C3C=CC=CC=3)C3C=CC=CC=3)C=CC=2)OC2C(P(C3C=CC=CC=3)C3C=CC=CC=3)=CC=CC1=2.C([O-])([O-])=O.[Cs+].[Cs+]. Product: [OH:1][C@H:2]([C:11]1[CH:20]=[CH:19][C:14]2[C:15](=[O:18])[O:16][CH2:17][C:13]=2[C:12]=1[CH3:21])[CH2:3][N:4]1[CH2:9][CH2:8][N:7]([C:23]2[N:24]=[CH:25][C:26]3[C:31]([CH:32]=2)=[CH:30][CH:29]=[C:28]([C:33]#[N:34])[C:27]=3[CH3:35])[C:6](=[O:10])[CH2:5]1. The catalyst class is: 62. (2) Reactant: [CH2:1]([Li])CCC.C(NC(C)C)(C)C.[C:13]1([C:32]2[CH:37]=[CH:36][CH:35]=[CH:34][CH:33]=2)[CH:18]=[CH:17][C:16]([CH2:19][C@H:20]2[N:24]([C:25](=[O:30])[C:26]([CH3:29])([CH3:28])[CH3:27])[C:23](=[O:31])[CH2:22][CH2:21]2)=[CH:15][CH:14]=1.COS(OC)(=O)=O. Product: [C:13]1([C:32]2[CH:33]=[CH:34][CH:35]=[CH:36][CH:37]=2)[CH:14]=[CH:15][C:16]([CH2:19][C@H:20]2[N:24]([C:25](=[O:30])[C:26]([CH3:28])([CH3:29])[CH3:27])[C:23](=[O:31])[C@H:22]([CH3:1])[CH2:21]2)=[CH:17][CH:18]=1. The catalyst class is: 627. (3) The catalyst class is: 4. Reactant: C([O:8][C:9]1[C:14]2[CH:15]=[C:16]([C:18](=O)[CH2:19]Br)[O:17][C:13]=2[CH:12]=[CH:11][N:10]=1)C1C=CC=CC=1.[F:22][C:23]([C:26]1[S:30][C:29]([NH2:31])=[N:28][N:27]=1)([F:25])[CH3:24].CC(O)C. Product: [F:22][C:23]([C:26]1[S:30][C:29]2=[N:31][C:18]([C:16]3[O:17][C:13]4[CH:12]=[CH:11][N:10]=[C:9]([OH:8])[C:14]=4[CH:15]=3)=[CH:19][N:28]2[N:27]=1)([F:25])[CH3:24]. (4) Reactant: [CH3:1][CH:2]1[CH2:7][CH2:6][N:5]([C:8]([C:10]2[CH:18]=[CH:17][C:16]3[N:15]([S:19]([C:22]4[CH:27]=[CH:26][CH:25]=[CH:24][CH:23]=4)(=[O:21])=[O:20])[C:14]4[CH2:28][CH2:29][N:30](C(OC(C)(C)C)=O)[CH2:31][C:13]=4[C:12]=3[CH:11]=2)=[O:9])[CH2:4][CH2:3]1.[F:39][C:40]([F:45])([F:44])[C:41]([OH:43])=[O:42]. Product: [OH:43][C:41]([C:40]([F:45])([F:44])[F:39])=[O:42].[CH3:1][CH:2]1[CH2:3][CH2:4][N:5]([C:8]([C:10]2[CH:18]=[CH:17][C:16]3[N:15]([S:19]([C:22]4[CH:23]=[CH:24][CH:25]=[CH:26][CH:27]=4)(=[O:20])=[O:21])[C:14]4[CH2:28][CH2:29][NH:30][CH2:31][C:13]=4[C:12]=3[CH:11]=2)=[O:9])[CH2:6][CH2:7]1.[C:41]([OH:43])([C:40]([F:45])([F:44])[F:39])=[O:42]. The catalyst class is: 4. (5) Reactant: [N:1]1([CH2:7][CH2:8][CH2:9][O:10][C:11]2[CH:18]=[CH:17][C:14]([CH:15]=O)=[CH:13][CH:12]=2)[CH2:6][CH2:5][CH2:4][CH2:3][CH2:2]1.[CH3:19][O:20][C:21]1[CH:22]=[C:23]([CH2:29][CH2:30][NH:31][CH3:32])[CH:24]=[CH:25][C:26]=1[O:27][CH3:28].C(O[BH-](OC(=O)C)OC(=O)C)(=O)C.[Na+].[OH-].[Na+].[CH2:49]([Cl:51])[Cl:50]. Product: [NH3:1].[CH2:49]([Cl:51])[Cl:50].[CH3:19][O:20][C:21]1[CH:22]=[C:23]([CH2:29][CH2:30][N:31]([CH3:32])[CH2:15][C:14]2[CH:17]=[CH:18][C:11]([O:10][CH2:9][CH2:8][CH2:7][N:1]3[CH2:6][CH2:5][CH2:4][CH2:3][CH2:2]3)=[CH:12][CH:13]=2)[CH:24]=[CH:25][C:26]=1[O:27][CH3:28]. The catalyst class is: 15. (6) The catalyst class is: 6. Reactant: CI.N[C:4]1[CH:5]=[C:6]([CH:12]=C[C:14]=1[NH:15][CH:16]1[CH2:23][CH2:22][CH2:21][CH2:20][CH2:19][CH2:18][CH2:17]1)[C:7]([O:9][CH2:10][CH3:11])=[O:8].C([O-])([O-])=O.[K+].[K+].[CH3:30][N:31]([CH:33]=O)[CH3:32]. Product: [CH:16]1([NH:15][C:14]2[CH:4]=[CH:5][C:6]([C:7]([O:9][CH2:10][CH3:11])=[O:8])=[CH:12][C:33]=2[N:31]([CH3:30])[CH3:32])[CH2:23][CH2:22][CH2:21][CH2:20][CH2:19][CH2:18][CH2:17]1. (7) Reactant: [CH2:1]([C@@H:4]1[CH2:9][C@H:8]([C:10]2[CH:15]=[CH:14][CH:13]=[C:12]([Cl:16])[CH:11]=2)[C@@H:7]([C:17]2[CH:22]=[CH:21][C:20]([Cl:23])=[CH:19][CH:18]=2)[NH:6][C:5]1=[O:24])[CH:2]=[CH2:3].[H-].[Na+].Br[CH2:28][CH2:29][CH3:30]. Product: [CH2:1]([C@@H:4]1[CH2:9][C@H:8]([C:10]2[CH:15]=[CH:14][CH:13]=[C:12]([Cl:16])[CH:11]=2)[C@@H:7]([C:17]2[CH:22]=[CH:21][C:20]([Cl:23])=[CH:19][CH:18]=2)[N:6]([CH2:28][CH2:29][CH3:30])[C:5]1=[O:24])[CH:2]=[CH2:3]. The catalyst class is: 3.